This data is from Catalyst prediction with 721,799 reactions and 888 catalyst types from USPTO. The task is: Predict which catalyst facilitates the given reaction. (1) Reactant: [CH:1]([Mg]Cl)([CH3:3])[CH3:2].O1CCCC1.[Br:11][C:12]1[CH:19]=[CH:18][C:15]([CH:16]=[O:17])=[CH:14][CH:13]=1.[Cl-].[NH4+]. Product: [OH:17][CH:16]([C:15]1[CH:18]=[CH:19][C:12]([Br:11])=[CH:13][CH:14]=1)[CH:1]([CH3:3])[CH3:2]. The catalyst class is: 27. (2) Reactant: [C:1]1(=O)[O:6][C:4](=[O:5])[C:3]2=[CH:7][CH:8]=[CH:9][CH:10]=[C:2]12.C1(CN)C=CC=C(C[NH2:19])C=1. Product: [C:1]1(=[O:6])[NH:19][C:4](=[O:5])[C:3]2=[CH:7][CH:8]=[CH:9][CH:10]=[C:2]12. The catalyst class is: 6. (3) Reactant: [F:1][C:2]1[CH:7]=[CH:6][C:5]([N:8]2[CH2:13][CH2:12][C:11](=O)[CH2:10][CH2:9]2)=[CH:4][CH:3]=1.[C:15]([CH2:17][C:18]([O:20][CH2:21][CH3:22])=[O:19])#[N:16].C([O-])(=O)C.[NH4+]. Product: [C:15]([C:17](=[C:11]1[CH2:12][CH2:13][N:8]([C:5]2[CH:6]=[CH:7][C:2]([F:1])=[CH:3][CH:4]=2)[CH2:9][CH2:10]1)[C:18]([O:20][CH2:21][CH3:22])=[O:19])#[N:16]. The catalyst class is: 11. (4) Reactant: [OH-].[Na+].[Cl:3][C:4]1[CH:9]=[CH:8][C:7]([N:10]2[C:27](=[O:28])[C:19]3([CH2:21][CH:20]3[C:22]([O:24]CC)=[O:23])[C:14]3=[N:15][N:16]=[C:17]([CH3:18])[N:13]3[C:12]3[CH:29]=[CH:30][CH:31]=[CH:32][C:11]2=3)=[CH:6][CH:5]=1.Cl. Product: [Cl:3][C:4]1[CH:5]=[CH:6][C:7]([N:10]2[C:27](=[O:28])[C:19]3([CH2:21][CH:20]3[C:22]([OH:24])=[O:23])[C:14]3=[N:15][N:16]=[C:17]([CH3:18])[N:13]3[C:12]3[CH:29]=[CH:30][CH:31]=[CH:32][C:11]2=3)=[CH:8][CH:9]=1. The catalyst class is: 24. (5) Reactant: [Br-].[OH:2][C:3]1[CH:28]=[CH:27][CH:26]=[CH:25][C:4]=1[CH2:5][P+](C1C=CC=CC=1)(C1C=CC=CC=1)C1C=CC=CC=1.CCN(CC)CC.[C:36](O[C:36]([O:38][C:39]([CH3:42])([CH3:41])[CH3:40])=[O:37])([O:38][C:39]([CH3:42])([CH3:41])[CH3:40])=[O:37]. Product: [OH:2][C:3]1[CH:28]=[CH:27][CH:26]=[CH:25][C:4]=1[CH2:5][C:36]([O:38][C:39]([CH3:42])([CH3:41])[CH3:40])=[O:37]. The catalyst class is: 34. (6) Reactant: [Cl:1][CH2:2][C:3]([NH:5][CH2:6][C:7]1([CH3:19])[CH2:11][CH2:10][CH2:9][N:8]1C(OC(C)(C)C)=O)=[O:4].C(O)(C(F)(F)F)=O. Product: [Cl:1][CH2:2][C:3]([NH:5][CH2:6][C:7]1([CH3:19])[CH2:11][CH2:10][CH2:9][NH:8]1)=[O:4]. The catalyst class is: 2. (7) Reactant: [N:1]1[CH:6]=[CH:5][C:4]([N:7]2[CH2:12][CH2:11][CH:10]([C:13]([OH:15])=O)[CH2:9][CH2:8]2)=[CH:3][CH:2]=1.C(Cl)(=O)C(Cl)=O.[Cl-].[Al+3].[Cl-].[Cl-].[C:26]1([O:32][CH3:33])[CH:31]=[CH:30][CH:29]=[CH:28][CH:27]=1. Product: [N:1]1[CH:2]=[CH:3][C:4]([N:7]2[CH2:8][CH2:9][CH:10]([C:13](=[O:15])[C:29]3[CH:30]=[CH:31][C:26]([O:32][CH3:33])=[CH:27][CH:28]=3)[CH2:11][CH2:12]2)=[CH:5][CH:6]=1. The catalyst class is: 59.